The task is: Predict the reactants needed to synthesize the given product.. This data is from Full USPTO retrosynthesis dataset with 1.9M reactions from patents (1976-2016). Given the product [F:28][C:29]1[CH:30]=[C:31]([CH:32]=[CH:33][C:34]=1[O:35][CH3:36])[O:37][C:8]1[CH:23]=[C:22]([C:24]([F:27])([F:26])[F:25])[CH:21]=[CH:20][C:9]=1[C:10]([NH:12][C:13]1[CH:18]=[CH:17][NH:16][C:15](=[O:19])[CH:14]=1)=[O:11], predict the reactants needed to synthesize it. The reactants are: C([O-])([O-])=O.[Cs+].[Cs+].F[C:8]1[CH:23]=[C:22]([C:24]([F:27])([F:26])[F:25])[CH:21]=[CH:20][C:9]=1[C:10]([NH:12][C:13]1[CH:18]=[CH:17][NH:16][C:15](=[O:19])[CH:14]=1)=[O:11].[F:28][C:29]1[CH:30]=[C:31]([OH:37])[CH:32]=[CH:33][C:34]=1[O:35][CH3:36].